Dataset: Reaction yield outcomes from USPTO patents with 853,638 reactions. Task: Predict the reaction yield, written as a fraction of the theoretical maximum amount of product (1.0 means a 100% yield; for example, 0.34 means a 34% yield). The reactants are C(OC(=O)[NH:7][CH2:8][C:9]1[C:13]2[CH:14]=[CH:15][C:16]([O:18][C:19]3[S:20][C:21]4[C:22]([N:27]=3)=[N:23][CH:24]=[CH:25][CH:26]=4)=[CH:17][C:12]=2[O:11][CH:10]=1)(C)(C)C.[ClH:29]. The catalyst is C(Cl)Cl.C(OCC)C. The product is [ClH:29].[S:20]1[C:21]2[C:22](=[N:23][CH:24]=[CH:25][CH:26]=2)[N:27]=[C:19]1[O:18][C:16]1[CH:15]=[CH:14][C:13]2[C:9]([CH2:8][NH2:7])=[CH:10][O:11][C:12]=2[CH:17]=1. The yield is 1.30.